From a dataset of Full USPTO retrosynthesis dataset with 1.9M reactions from patents (1976-2016). Predict the reactants needed to synthesize the given product. (1) The reactants are: Cl[C:2]1[C:3](=[O:15])[N:4](C2CCCCO2)[N:5]=[CH:6][C:7]=1Cl.[CH3:16][O:17][C:18]1[CH:19]=[C:20]([OH:24])[CH:21]=[CH:22][CH:23]=1.C[O:26][C:27](=[O:36])[CH:28](Br)[CH2:29][CH:30]1[CH2:34][CH2:33][CH2:32][CH2:31]1. Given the product [CH:30]1([CH2:29][CH:28]([N:4]2[C:3](=[O:15])[CH:2]=[C:7]([O:24][C:20]3[CH:21]=[CH:22][CH:23]=[C:18]([O:17][CH3:16])[CH:19]=3)[CH:6]=[N:5]2)[C:27]([OH:26])=[O:36])[CH2:34][CH2:33][CH2:32][CH2:31]1, predict the reactants needed to synthesize it. (2) Given the product [CH:1]1([C:4]2[C:12]3[C:7](=[C:8]([CH2:17][O:18][CH2:19][C:20]4([C:33]5[CH:38]=[CH:37][CH:36]=[CH:35][CH:34]=5)[CH2:21][CH2:22][NH:23][CH2:24][CH2:25]4)[CH:9]=[C:10]([C:13]([F:15])([F:14])[F:16])[CH:11]=3)[NH:6][N:5]=2)[CH2:3][CH2:2]1, predict the reactants needed to synthesize it. The reactants are: [CH:1]1([C:4]2[N:5](COCC[Si](C)(C)C)[N:6]=[C:7]3[C:12]=2[CH:11]=[C:10]([C:13]([F:16])([F:15])[F:14])[CH:9]=[C:8]3[CH2:17][O:18][CH2:19][C:20]2([C:33]3[CH:38]=[CH:37][CH:36]=[CH:35][CH:34]=3)[CH2:25][CH2:24][N:23](C(OC(C)(C)C)=O)[CH2:22][CH2:21]2)[CH2:3][CH2:2]1.FC(F)(F)C(O)=O.C(Cl)Cl. (3) The reactants are: [NH2:1][C:2]1[N:6]([C:7]2[C:12]([Cl:13])=[CH:11][C:10]([C:14]([F:17])([F:16])[F:15])=[CH:9][C:8]=2[Cl:18])[N:5]=[C:4]([C:19]#[N:20])[C:3]=1[S:21]([C:24]([F:27])([F:26])[F:25])(=[O:23])=[O:22].S(=O)(=O)(O)[OH:29]. Given the product [NH2:1][C:2]1[N:6]([C:7]2[C:8]([Cl:18])=[CH:9][C:10]([C:14]([F:16])([F:17])[F:15])=[CH:11][C:12]=2[Cl:13])[N:5]=[C:4]([C:19]([NH2:20])=[O:29])[C:3]=1[S:21]([C:24]([F:26])([F:25])[F:27])(=[O:23])=[O:22], predict the reactants needed to synthesize it. (4) Given the product [O:21]=[C:15]1[CH:14]([N:7]2[CH2:6][C:5]3[C:9](=[CH:10][CH:11]=[CH:12][C:4]=3[CH2:3][NH:2][C:22](=[O:31])[C:23]3[CH:28]=[CH:27][CH:26]=[CH:25][C:24]=3[O:29][CH3:30])[C:8]2=[O:13])[CH2:19][CH2:18][C:17](=[O:20])[NH:16]1, predict the reactants needed to synthesize it. The reactants are: Cl.[NH2:2][CH2:3][C:4]1[CH:12]=[CH:11][CH:10]=[C:9]2[C:5]=1[CH2:6][N:7]([CH:14]1[CH2:19][CH2:18][C:17](=[O:20])[NH:16][C:15]1=[O:21])[C:8]2=[O:13].[C:22](Cl)(=[O:31])[C:23]1[C:24]([O:29][CH3:30])=[CH:25][CH:26]=[CH:27][CH:28]=1.C(N(CC)CC)C.